Dataset: HIV replication inhibition screening data with 41,000+ compounds from the AIDS Antiviral Screen. Task: Binary Classification. Given a drug SMILES string, predict its activity (active/inactive) in a high-throughput screening assay against a specified biological target. (1) The compound is NNC(=O)C(=O)NN=C(CCC(=O)Nc1ccc(Cl)cc1)Cc1nc2ccccc2s1. The result is 0 (inactive). (2) The drug is CC(=O)Oc1c(Cl)cc(C(=CCCC2CCC3(C)C(CCC4C3CCC3(C)C(C(C)CCCC(C)C)CCC43)C2)c2cc(Cl)c(OC(C)=O)c(C(=O)O)c2)cc1C(=O)O.[NaH]. The result is 1 (active).